The task is: Regression. Given a peptide amino acid sequence and an MHC pseudo amino acid sequence, predict their binding affinity value. This is MHC class I binding data.. This data is from Peptide-MHC class I binding affinity with 185,985 pairs from IEDB/IMGT. (1) The peptide sequence is TLARSICEK. The MHC is HLA-A68:01 with pseudo-sequence HLA-A68:01. The binding affinity (normalized) is 0.327. (2) The peptide sequence is FGAIYGAAF. The MHC is HLA-B35:01 with pseudo-sequence HLA-B35:01. The binding affinity (normalized) is 0.173. (3) The MHC is Mamu-B01 with pseudo-sequence Mamu-B01. The binding affinity (normalized) is 0. The peptide sequence is ETIVLMAVHCM. (4) The peptide sequence is RMRRAEPAA. The MHC is HLA-B51:01 with pseudo-sequence HLA-B51:01. The binding affinity (normalized) is 0. (5) The peptide sequence is LPLFIFSLKD. The MHC is HLA-B53:01 with pseudo-sequence HLA-B53:01. The binding affinity (normalized) is 0.262. (6) The peptide sequence is RQHGFTPSK. The MHC is HLA-A26:02 with pseudo-sequence HLA-A26:02. The binding affinity (normalized) is 0.0847. (7) The peptide sequence is AVYLLDGLR. The MHC is HLA-B48:01 with pseudo-sequence HLA-B48:01. The binding affinity (normalized) is 0.0847.